Dataset: Forward reaction prediction with 1.9M reactions from USPTO patents (1976-2016). Task: Predict the product of the given reaction. (1) Given the reactants [CH:1]([C:3]1[CH:4]=[CH:5][C:6]2[CH:10]=[C:9]([C:11]([O:13]C)=[O:12])[S:8][C:7]=2[CH:15]=1)=[CH2:2].O.[OH-].[Li+].Cl, predict the reaction product. The product is: [CH:1]([C:3]1[CH:4]=[CH:5][C:6]2[CH:10]=[C:9]([C:11]([OH:13])=[O:12])[S:8][C:7]=2[CH:15]=1)=[CH2:2]. (2) Given the reactants C1(S([N:10]2[CH:14]=[C:13]([C:15]#[C:16][CH2:17][CH2:18][CH2:19][CH2:20][CH3:21])[C:12]([C:22]3[CH:23]=[N:24][CH:25]=[CH:26][CH:27]=3)=[N:11]2)(=O)=O)C=CC=CC=1.C1(S(N2C=C(C#CCCCC)C(C3C=NC=CC=3)=N2)(=O)=O)C=CC=CC=1.C(C1C(C2CN(C)CCC=2)=NNC=1)#CCCCC, predict the reaction product. The product is: [C:15]([C:13]1[C:12]([C:22]2[CH:23]=[N:24][CH:25]=[CH:26][CH:27]=2)=[N:11][NH:10][CH:14]=1)#[C:16][CH2:17][CH2:18][CH2:19][CH2:20][CH3:21].